Dataset: Forward reaction prediction with 1.9M reactions from USPTO patents (1976-2016). Task: Predict the product of the given reaction. Given the reactants [CH3:1][O:2][C:3]1[N:4]=[CH:5][N:6]([C:8]2[CH:13]=[CH:12][C:11]([N+:14]([O-])=O)=[CH:10][C:9]=2[O:17][CH3:18])[CH:7]=1, predict the reaction product. The product is: [CH3:18][O:17][C:9]1[CH:10]=[C:11]([CH:12]=[CH:13][C:8]=1[N:6]1[CH:7]=[C:3]([O:2][CH3:1])[N:4]=[CH:5]1)[NH2:14].